From a dataset of Full USPTO retrosynthesis dataset with 1.9M reactions from patents (1976-2016). Predict the reactants needed to synthesize the given product. (1) Given the product [Br:1][C:2]1[CH:27]=[CH:26][C:5]([O:6][C:7]2[CH:12]=[CH:11][CH:10]=[CH:9][C:8]=2[NH:13][S:14]([C:17]2[CH:18]=[CH:19][C:20]([C:21]([NH:43][CH2:42][CH2:41][N:38]3[CH2:37][CH2:36][N:35]([C:30]4[N:29]=[CH:34][CH:33]=[CH:32][N:31]=4)[CH2:40][CH2:39]3)=[O:23])=[CH:24][CH:25]=2)(=[O:15])=[O:16])=[C:4]([Cl:28])[CH:3]=1, predict the reactants needed to synthesize it. The reactants are: [Br:1][C:2]1[CH:27]=[CH:26][C:5]([O:6][C:7]2[CH:12]=[CH:11][CH:10]=[CH:9][C:8]=2[NH:13][S:14]([C:17]2[CH:25]=[CH:24][C:20]([C:21]([OH:23])=O)=[CH:19][CH:18]=2)(=[O:16])=[O:15])=[C:4]([Cl:28])[CH:3]=1.[N:29]1[CH:34]=[CH:33][CH:32]=[N:31][C:30]=1[N:35]1[CH2:40][CH2:39][N:38]([CH2:41][CH2:42][NH2:43])[CH2:37][CH2:36]1. (2) Given the product [NH:1]1[C:9]2[C:4](=[C:5]([C:10]3[N:11]=[C:12]([N:22]4[CH2:23][CH2:24][O:25][CH2:26][CH2:27]4)[C:13]4[S:18][C:17]([C:19]([NH:36][CH2:35][CH2:34][N:31]5[CH2:32][CH2:33][O:28][CH2:29][CH2:30]5)=[O:21])=[CH:16][C:14]=4[N:15]=3)[CH:6]=[CH:7][CH:8]=2)[CH:3]=[N:2]1, predict the reactants needed to synthesize it. The reactants are: [NH:1]1[C:9]2[C:4](=[C:5]([C:10]3[N:11]=[C:12]([N:22]4[CH2:27][CH2:26][O:25][CH2:24][CH2:23]4)[C:13]4[S:18][C:17]([C:19]([OH:21])=O)=[CH:16][C:14]=4[N:15]=3)[CH:6]=[CH:7][CH:8]=2)[CH:3]=[N:2]1.[O:28]1[CH2:33][CH2:32][N:31]([CH2:34][CH2:35][NH2:36])[CH2:30][CH2:29]1. (3) Given the product [Cl:1][C:2]1[CH:3]=[CH:4][C:5]2[NH:11][C:10](=[O:12])[C@@H:9]([CH2:13][C:14]([O:16][CH:29]([CH3:31])[CH3:30])=[O:15])[S:8][C@H:7]([C:17]3[C:26]4[C:21](=[CH:22][CH:23]=[CH:24][CH:25]=4)[CH:20]=[CH:19][CH:18]=3)[C:6]=2[CH:27]=1, predict the reactants needed to synthesize it. The reactants are: [Cl:1][C:2]1[CH:3]=[CH:4][C:5]2[NH:11][C:10](=[O:12])[C@@H:9]([CH2:13][C:14]([OH:16])=[O:15])[S:8][C@H:7]([C:17]3[C:26]4[C:21](=[CH:22][CH:23]=[CH:24][CH:25]=4)[CH:20]=[CH:19][CH:18]=3)[C:6]=2[CH:27]=1.I[CH:29]([CH3:31])[CH3:30].C(=O)([O-])[O-].[K+].[K+]. (4) Given the product [OH:2][C:3]1[CH:8]=[CH:7][CH:6]=[CH:5][C:4]=1[CH2:9][C:10]([C:12]1[C:20]2[C:15](=[CH:16][CH:17]=[CH:18][CH:19]=2)[N:14]([CH2:21][CH2:22][CH2:23][CH2:24][CH3:25])[CH:13]=1)=[O:11], predict the reactants needed to synthesize it. The reactants are: C[O:2][C:3]1[CH:8]=[CH:7][CH:6]=[CH:5][C:4]=1[CH2:9][C:10]([C:12]1[C:20]2[C:15](=[CH:16][CH:17]=[CH:18][CH:19]=2)[N:14]([CH2:21][CH2:22][CH2:23][CH2:24][CH3:25])[CH:13]=1)=[O:11].